Predict which catalyst facilitates the given reaction. From a dataset of Catalyst prediction with 721,799 reactions and 888 catalyst types from USPTO. (1) Reactant: FC(F)(F)C(OC(=O)C(F)(F)F)=O.[CH2:14]([O:21][C:22](=[O:45])[NH:23][CH:24]([C:29](=[O:44])[NH:30][CH:31]([C:41](=O)[NH2:42])[CH2:32][O:33][CH2:34][C:35]1[CH:40]=[CH:39][CH:38]=[CH:37][CH:36]=1)[CH2:25][CH:26]([CH3:28])[CH3:27])[C:15]1[CH:20]=[CH:19][CH:18]=[CH:17][CH:16]=1.C(N(CC)CC)C.O. Product: [CH2:14]([O:21][C:22](=[O:45])[NH:23][CH:24]([C:29](=[O:44])[NH:30][CH:31]([C:41]#[N:42])[CH2:32][O:33][CH2:34][C:35]1[CH:40]=[CH:39][CH:38]=[CH:37][CH:36]=1)[CH2:25][CH:26]([CH3:27])[CH3:28])[C:15]1[CH:20]=[CH:19][CH:18]=[CH:17][CH:16]=1. The catalyst class is: 7. (2) Reactant: [C:1]([C:3]1[CH:4]=[CH:5][C:6]([N:9]2[CH2:14][CH2:13][CH2:12][CH:11]([O:15][CH2:16][CH3:17])[CH:10]2[C:18]([OH:20])=[O:19])=[N:7][CH:8]=1)#[N:2].[OH-].[NH4+]. Product: [NH2:2][CH2:1][C:3]1[CH:4]=[CH:5][C:6]([N:9]2[CH2:14][CH2:13][CH2:12][CH:11]([O:15][CH2:16][CH3:17])[CH:10]2[C:18]([OH:20])=[O:19])=[N:7][CH:8]=1. The catalyst class is: 8. (3) Reactant: [NH2:1][C:2]1[CH:3]=[C:4]([NH:9]C(=O)C)[CH:5]=[CH:6][C:7]=1[CH3:8].[Cl:13][C:14]1[N:19]=[CH:18][CH:17]=[CH:16][N:15]=1.O. Product: [ClH:13].[CH3:8][C:7]1[C:2]([NH:1][C:14]2[N:19]=[C:18]([C:2]3[CH:3]=[CH:4][CH:5]=[CH:6][CH:7]=3)[CH:17]=[CH:16][N:15]=2)=[CH:3][C:4]([NH2:9])=[CH:5][CH:6]=1. The catalyst class is: 3. (4) Reactant: [Br:1][C:2]1[CH:7]=[CH:6][CH:5]=[C:4]([N+:8]([O-:10])=[O:9])[C:3]=1Cl.[CH3:12][NH2:13]. Product: [Br:1][C:2]1[CH:7]=[CH:6][CH:5]=[C:4]([N+:8]([O-:10])=[O:9])[C:3]=1[NH:13][CH3:12]. The catalyst class is: 8.